From a dataset of Catalyst prediction with 721,799 reactions and 888 catalyst types from USPTO. Predict which catalyst facilitates the given reaction. (1) Reactant: Cl[C:2]1[N:3]=[N:4][C:5]([Cl:12])=[CH:6][C:7]=1[S:8]([CH3:11])(=[O:10])=[O:9].O.[NH2:14][NH2:15]. Product: [Cl:12][C:5]1[N:4]=[N:3][C:2]([NH:14][NH2:15])=[C:7]([S:8]([CH3:11])(=[O:10])=[O:9])[CH:6]=1. The catalyst class is: 12. (2) Reactant: Br[CH2:2][CH2:3][N:4]([C:9]1[CH:18]=[CH:17][C:12]([C:13]([O:15][CH3:16])=[O:14])=[CH:11][C:10]=1[O:19][CH2:20][CH:21]1[CH2:23][CH2:22]1)[S:5]([CH3:8])(=[O:7])=[O:6].[CH3:24][N:25]1[CH2:30][CH2:29][NH:28][CH2:27][CH2:26]1.C([O-])([O-])=O.[K+].[K+]. Product: [CH:21]1([CH2:20][O:19][C:10]2[CH:11]=[C:12]([CH:17]=[CH:18][C:9]=2[N:4]([CH2:3][CH2:2][N:28]2[CH2:29][CH2:30][N:25]([CH3:24])[CH2:26][CH2:27]2)[S:5]([CH3:8])(=[O:7])=[O:6])[C:13]([O:15][CH3:16])=[O:14])[CH2:23][CH2:22]1. The catalyst class is: 23. (3) Reactant: [Br-].[CH2:2]([N+:9]1[CH:14]=[C:13]([CH2:15][OH:16])[CH:12]=[C:11]([C:17]2[CH:22]=[C:21]([CH2:23][O:24][CH2:25][O:26][CH3:27])[CH:20]=[C:19]([O:28][CH3:29])[N:18]=2)[CH:10]=1)[C:3]1[CH:8]=[CH:7][CH:6]=[CH:5][CH:4]=1.C(N(CC)CC)C.[H][H]. Product: [CH2:2]([N:9]1[CH2:14][CH:13]([CH2:15][OH:16])[CH2:12][CH:11]([C:17]2[CH:22]=[C:21]([CH2:23][O:24][CH2:25][O:26][CH3:27])[CH:20]=[C:19]([O:28][CH3:29])[N:18]=2)[CH2:10]1)[C:3]1[CH:8]=[CH:7][CH:6]=[CH:5][CH:4]=1. The catalyst class is: 458. (4) Reactant: C[O:2][C:3](=[O:27])[C:4]1[CH:9]=[C:8]([CH:10]2[O:15][CH2:14][CH2:13][N:12]([CH2:16][CH2:17][CH3:18])[CH2:11]2)[CH:7]=[CH:6][C:5]=1[O:19][CH2:20][C:21]1[CH:26]=[CH:25][CH:24]=[CH:23][CH:22]=1.[OH-].[Na+].Cl. Product: [CH2:20]([O:19][C:5]1[CH:6]=[CH:7][C:8]([CH:10]2[O:15][CH2:14][CH2:13][N:12]([CH2:16][CH2:17][CH3:18])[CH2:11]2)=[CH:9][C:4]=1[C:3]([OH:27])=[O:2])[C:21]1[CH:22]=[CH:23][CH:24]=[CH:25][CH:26]=1. The catalyst class is: 5. (5) Reactant: CC1C=CC(S(O[CH2:12][CH:13]2[O:18][C:17]3[CH:19]=[C:20]([O:23][S:24]([CH3:27])(=[O:26])=[O:25])[CH:21]=[CH:22][C:16]=3[O:15][CH2:14]2)(=O)=O)=CC=1.[CH3:28][O:29][CH2:30][CH2:31][NH2:32]. The catalyst class is: 10. Product: [CH3:27][S:24]([O:23][C:20]1[CH:21]=[CH:22][C:16]2[O:15][CH2:14][CH:13]([CH2:12][NH:32][CH2:31][CH2:30][O:29][CH3:28])[O:18][C:17]=2[CH:19]=1)(=[O:25])=[O:26]. (6) Reactant: [NH2:1][C@H:2]([C:8]([OH:10])=[O:9])[CH2:3][CH2:4][CH2:5][CH2:6][NH2:7].[BH:11]1[CH:16]2[CH2:17][CH2:18][CH2:19][CH:12]1[CH2:13][CH2:14][CH2:15]2. Product: [BH:11]1[CH:16]2[CH2:17][CH2:18][CH2:19][CH:12]1[CH2:13][CH2:14][CH2:15]2.[NH2:1][C@H:2]([C:8]([OH:10])=[O:9])[CH2:3][CH2:4][CH2:5][CH2:6][NH2:7]. The catalyst class is: 111. (7) Reactant: [CH2:1]([O:3]/[C:4](=[CH:8]\[C:9]1[CH:14]=[CH:13][C:12]([O:15][CH2:16][CH2:17][C:18]2[N:19]=[C:20]([C:24]3[CH:29]=[CH:28][CH:27]=[CH:26][CH:25]=3)[O:21][C:22]=2[CH3:23])=[CH:11][C:10]=1[CH3:30])/[C:5]([OH:7])=[O:6])[CH3:2]. Product: [CH2:1]([O:3][CH:4]([CH2:8][C:9]1[CH:14]=[CH:13][C:12]([O:15][CH2:16][CH2:17][C:18]2[N:19]=[C:20]([C:24]3[CH:25]=[CH:26][CH:27]=[CH:28][CH:29]=3)[O:21][C:22]=2[CH3:23])=[CH:11][C:10]=1[CH3:30])[C:5]([OH:7])=[O:6])[CH3:2]. The catalyst class is: 19. (8) Reactant: Br[C:2]1[CH:24]=[C:23]([F:25])[CH:22]=[CH:21][C:3]=1[O:4][CH2:5][C:6]([N:8]([CH:18]([CH3:20])[CH3:19])[NH:9][C:10]([CH:12]1[CH2:17][CH2:16][CH2:15][CH2:14][CH2:13]1)=[O:11])=[O:7].C([O-])([O-])=O.[Na+].[Na+].[F:32][C:33]([F:45])([F:44])[O:34][C:35]1[CH:40]=[CH:39][CH:38]=[CH:37][C:36]=1B(O)O. Product: [F:25][C:23]1[CH:22]=[CH:21][C:3]([O:4][CH2:5][C:6]([N:8]([CH:18]([CH3:20])[CH3:19])[NH:9][C:10]([CH:12]2[CH2:17][CH2:16][CH2:15][CH2:14][CH2:13]2)=[O:11])=[O:7])=[C:2]([C:36]2[CH:37]=[CH:38][CH:39]=[CH:40][C:35]=2[O:34][C:33]([F:32])([F:45])[F:44])[CH:24]=1. The catalyst class is: 57.